The task is: Predict the product of the given reaction.. This data is from Forward reaction prediction with 1.9M reactions from USPTO patents (1976-2016). (1) Given the reactants [CH2:1]([O:3][CH:4]([O:10][CH2:11][CH3:12])[C:5]([O:7]CC)=[O:6])[CH3:2].[OH-].[Na+], predict the reaction product. The product is: [CH2:1]([O:3][CH:4]([O:10][CH2:11][CH3:12])[C:5]([OH:7])=[O:6])[CH3:2]. (2) Given the reactants C[O:2][C:3]([C:5]1[CH2:10][CH2:9][CH2:8][C:7]2([CH2:15][CH2:14][CH2:13][CH2:12][CH2:11]2)[CH:6]=1)=O.C1(C)C=CC=CC=1.[H-].C([Al+]CC(C)C)C(C)C.Cl, predict the reaction product. The product is: [CH:6]1[C:7]2([CH2:15][CH2:14][CH2:13][CH2:12][CH2:11]2)[CH2:8][CH2:9][CH2:10][C:5]=1[CH2:3][OH:2]. (3) Given the reactants [NH2:1][C:2]1[N:7]=[CH:6][N:5]=[C:4]2[N:8]([CH:30]3[CH2:35][CH2:34][CH2:33][N:32]([C:36](=[O:40])[CH2:37][C:38]#[N:39])[CH2:31]3)[N:9]=[C:10]([C:11]3[CH:16]=[CH:15][C:14]([NH:17][C:18](=[O:29])[C:19]4[CH:24]=[CH:23][C:22]([C:25]([F:28])([F:27])[F:26])=[CH:21][CH:20]=4)=[CH:13][CH:12]=3)[C:3]=12.[CH3:41][C:42]([CH3:46])([CH3:45])[CH:43]=O.N1CCCCC1, predict the reaction product. The product is: [NH2:1][C:2]1[N:7]=[CH:6][N:5]=[C:4]2[N:8]([C@@H:30]3[CH2:35][CH2:34][CH2:33][N:32]([C:36](=[O:40])[C:37]([C:38]#[N:39])=[CH:41][C:42]([CH3:46])([CH3:45])[CH3:43])[CH2:31]3)[N:9]=[C:10]([C:11]3[CH:12]=[CH:13][C:14]([NH:17][C:18](=[O:29])[C:19]4[CH:20]=[CH:21][C:22]([C:25]([F:28])([F:27])[F:26])=[CH:23][CH:24]=4)=[CH:15][CH:16]=3)[C:3]=12. (4) Given the reactants [C:1]12([C:11]3[CH:23]=[CH:22][C:14]([O:15][CH2:16][C:17]([O:19]CC)=[O:18])=[C:13]([CH3:24])[CH:12]=3)[CH2:10][CH:5]3[CH2:6][CH:7]([CH2:9][CH:3]([CH2:4]3)[CH2:2]1)[CH2:8]2.O.[OH-].[Li+].Cl, predict the reaction product. The product is: [C:1]12([C:11]3[CH:23]=[CH:22][C:14]([O:15][CH2:16][C:17]([OH:19])=[O:18])=[C:13]([CH3:24])[CH:12]=3)[CH2:8][CH:7]3[CH2:9][CH:3]([CH2:4][CH:5]([CH2:6]3)[CH2:10]1)[CH2:2]2. (5) Given the reactants C(N(CC)CC)C.[CH3:8][N:9]([CH3:13])[C:10](Cl)=[O:11].[F:14][C:15]1[CH:20]=[CH:19][C:18]([F:21])=[CH:17][C:16]=1[C:22]1[CH2:26][NH:25][CH:24]([C:27]2[CH:32]=[CH:31][CH:30]=[CH:29][CH:28]=2)[CH:23]=1, predict the reaction product. The product is: [F:14][C:15]1[CH:20]=[CH:19][C:18]([F:21])=[CH:17][C:16]=1[C:22]1[CH2:26][N:25]([C:10]([N:9]([CH3:13])[CH3:8])=[O:11])[CH:24]([C:27]2[CH:32]=[CH:31][CH:30]=[CH:29][CH:28]=2)[CH:23]=1. (6) Given the reactants [F:1][CH:2]([F:22])[C:3]1[C:8]([C:9]([O:11][CH3:12])=[O:10])=[C:7]([CH2:13][CH:14]([CH3:16])[CH3:15])[C:6]([SH:17])=[C:5]([C:18]([F:21])([F:20])[F:19])[N:4]=1.Cl[C:24]([O:26][CH3:27])=[O:25].C(N(CC)CC)C, predict the reaction product. The product is: [F:22][CH:2]([F:1])[C:3]1[C:8]([C:9]([O:11][CH3:12])=[O:10])=[C:7]([CH2:13][CH:14]([CH3:16])[CH3:15])[C:6]([S:17][C:24]([O:26][CH3:27])=[O:25])=[C:5]([C:18]([F:21])([F:20])[F:19])[N:4]=1. (7) Given the reactants [CH2:1]([N:3](CC)CC)C.CN.[NH:10]1[C:18]2[C:13](=[N:14][CH:15]=[CH:16][CH:17]=2)[C:12]([CH2:19][C:20]([O:22]CC)=O)=[CH:11]1, predict the reaction product. The product is: [CH3:1][NH:3][C:20](=[O:22])[CH2:19][C:12]1[C:13]2=[N:14][CH:15]=[CH:16][CH:17]=[C:18]2[NH:10][CH:11]=1. (8) Given the reactants [F:1][C:2]1[CH:3]=[C:4]([CH:34]=[CH:35][C:36]=1[OH:37])[C:5]([CH2:7][NH:8][C:9]1[CH:14]=[C:13]([O:15][CH3:16])[CH:12]=[CH:11][C:10]=1[CH:17]1[CH2:26][CH2:25][C:24]2[CH:23]=[C:22]([O:27]C(=O)C(C)(C)C)[CH:21]=[CH:20][C:19]=2[CH2:18]1)=O.Cl[CH2:39][C:40]([N:42]1[CH2:46][CH2:45][CH2:44][CH2:43]1)=O, predict the reaction product. The product is: [F:1][C:2]1[CH:3]=[C:4]([CH:34]=[CH:35][C:36]=1[O:37][CH2:39][CH2:40][N:42]1[CH2:46][CH2:45][CH2:44][CH2:43]1)[CH2:5][CH2:7][NH:8][C:9]1[CH:14]=[C:13]([O:15][CH3:16])[CH:12]=[CH:11][C:10]=1[CH:17]1[CH2:26][CH2:25][C:24]2[CH:23]=[C:22]([OH:27])[CH:21]=[CH:20][C:19]=2[CH2:18]1. (9) The product is: [NH2:14][C:4]1[CH:5]=[C:6]([CH:12]=[CH:13][C:3]=1[CH2:1][CH2:35][C:36]1[CH:37]=[CH:38][CH:39]=[C:40]([C:42]#[N:43])[CH:41]=1)[C:7]([O:9][CH2:10][CH3:11])=[O:8]. Given the reactants [CH:1]([C:3]1[CH:13]=[CH:12][C:6]([C:7]([O:9][CH2:10][CH3:11])=[O:8])=[CH:5][C:4]=1[N+:14]([O-])=O)=O.N12CCCN=C1CCCCC2.C1C=CC([P+](C2C=CC=CC=2)(C2C=CC=CC=2)[CH2:35][C:36]2[CH:41]=[C:40]([C:42]#[N:43])[CH:39]=[CH:38][CH:37]=2)=CC=1.[Br-], predict the reaction product. (10) Given the reactants FC(F)(F)C(O)=O.[CH3:8][O:9][C:10]1[CH:15]=[CH:14][N:13]=[C:12]2[S:16][C:17]([NH:19][C:20]([N:22]3[CH2:26][CH2:25][CH:24]([NH2:27])[CH2:23]3)=[O:21])=[N:18][C:11]=12.C(N(CC)C(C)C)(C)C.[F:37][C:38]1[CH:45]=[CH:44][C:41]([CH:42]=O)=[CH:40][C:39]=1[C:46]([F:49])([F:48])[F:47].C(O[BH-](OC(=O)C)OC(=O)C)(=O)C.[Na+].[OH-].[Na+], predict the reaction product. The product is: [CH3:8][O:9][C:10]1[CH:15]=[CH:14][N:13]=[C:12]2[S:16][C:17]([NH:19][C:20]([N:22]3[CH2:26][CH2:25][CH:24]([NH:27][CH2:42][C:41]4[CH:44]=[CH:45][C:38]([F:37])=[C:39]([C:46]([F:49])([F:47])[F:48])[CH:40]=4)[CH2:23]3)=[O:21])=[N:18][C:11]=12.